Dataset: Forward reaction prediction with 1.9M reactions from USPTO patents (1976-2016). Task: Predict the product of the given reaction. (1) Given the reactants [NH2:1][C:2]1[N:7]=[C:6]([N:8]2[CH2:22][CH2:21][C:11]3([CH2:15][NH:14][C@H:13]([C:16]([O:18]CC)=[O:17])[CH2:12]3)[CH2:10][CH2:9]2)[CH:5]=[C:4]([O:23][C@H:24]([C:29]2[CH:34]=[CH:33][C:32]([CH2:35][CH2:36][CH3:37])=[CH:31][C:30]=2[C:38]2[CH:43]=[CH:42][CH:41]=[C:40]([S:44]([CH3:47])(=[O:46])=[O:45])[CH:39]=2)[C:25]([F:28])([F:27])[F:26])[N:3]=1.[Li+].[OH-], predict the reaction product. The product is: [NH2:1][C:2]1[N:7]=[C:6]([N:8]2[CH2:9][CH2:10][C:11]3([CH2:15][NH:14][C@H:13]([C:16]([OH:18])=[O:17])[CH2:12]3)[CH2:21][CH2:22]2)[CH:5]=[C:4]([O:23][C@H:24]([C:29]2[CH:34]=[CH:33][C:32]([CH2:35][CH2:36][CH3:37])=[CH:31][C:30]=2[C:38]2[CH:43]=[CH:42][CH:41]=[C:40]([S:44]([CH3:47])(=[O:46])=[O:45])[CH:39]=2)[C:25]([F:28])([F:26])[F:27])[N:3]=1. (2) Given the reactants [NH2:1][C:2]1[CH:47]=[CH:46][C:5]([C:6]([N:8]2[CH2:14][C@H:13]([NH:15][C:16](=[O:27])[C@@H:17]([NH:19]C(=O)OC(C)(C)C)[CH3:18])[C:12](=[O:28])[N:11]([CH2:29][C:30]3[C:39]4[C:34](=[CH:35][CH:36]=[CH:37][CH:38]=4)[CH:33]=[CH:32][C:31]=3[O:40][CH3:41])[C:10]3[CH:42]=[CH:43][CH:44]=[CH:45][C:9]2=3)=[O:7])=[CH:4][CH:3]=1, predict the reaction product. The product is: [NH2:19][C@@H:17]([CH3:18])[C:16]([NH:15][C@@H:13]1[C:12](=[O:28])[N:11]([CH2:29][C:30]2[C:39]3[C:34](=[CH:35][CH:36]=[CH:37][CH:38]=3)[CH:33]=[CH:32][C:31]=2[O:40][CH3:41])[C:10]2[CH:42]=[CH:43][CH:44]=[CH:45][C:9]=2[N:8]([C:6](=[O:7])[C:5]2[CH:4]=[CH:3][C:2]([NH2:1])=[CH:47][CH:46]=2)[CH2:14]1)=[O:27]. (3) Given the reactants [NH2:1][C:2]1[CH:3]=[C:4]([C:8]2([CH2:20][CH2:21][CH3:22])[CH2:13][CH2:12][N:11]([CH2:14][CH2:15][CH2:16][CH2:17][CH2:18][CH3:19])[CH2:10][CH2:9]2)[CH:5]=[CH:6][CH:7]=1.[CH2:23]([S:25](Cl)(=[O:27])=[O:26])[CH3:24].ClCCl, predict the reaction product. The product is: [NH3:1].[CH2:23]([S:25]([NH:1][C:2]1[CH:3]=[C:4]([C:8]2([CH2:20][CH2:21][CH3:22])[CH2:13][CH2:12][N:11]([CH2:14][CH2:15][CH2:16][CH2:17][CH2:18][CH3:19])[CH2:10][CH2:9]2)[CH:5]=[CH:6][CH:7]=1)(=[O:27])=[O:26])[CH3:24]. (4) Given the reactants C1(C)C=C[C:4]([S:7]([OH:10])(=[O:9])=[O:8])=CC=1.[CH3:12][CH:13]([CH3:20])[CH2:14][C:15]([O:17][CH2:18]Cl)=[O:16], predict the reaction product. The product is: [CH3:12][CH:13]([CH3:20])[CH2:14][C:15]([O:17][CH2:18][O:10][S:7]([CH3:4])(=[O:8])=[O:9])=[O:16]. (5) Given the reactants C(OC(=O)[CH2:7][NH:8][CH2:9][C:10]([C:22]1[CH:27]=[C:26]([Br:28])[CH:25]=[CH:24][C:23]=1[F:29])([NH:14][C:15](OC(C)(C)C)=[O:16])[CH:11]([F:13])[F:12])(C)(C)C.Cl, predict the reaction product. The product is: [Br:28][C:26]1[CH:25]=[CH:24][C:23]([F:29])=[C:22]([C:10]2([CH:11]([F:13])[F:12])[NH:14][C:15](=[O:16])[CH2:7][NH:8][CH2:9]2)[CH:27]=1. (6) Given the reactants C([O:5][C:6](=[O:27])[NH:7][N:8]1[CH2:13][CH2:12][N:11]([CH2:14][C:15]2([CH3:26])[O:19][C:18]3=[N:20][C:21]([N+:23]([O-:25])=[O:24])=[CH:22][N:17]3[CH2:16]2)[CH2:10][CH2:9]1)(C)(C)C.FC(F)(F)C(O)=O.C(N(CC)CC)C.ClC(O[CH2:46][C:47]1[CH:52]=[CH:51][CH:50]=[CH:49][CH:48]=1)=O.C(=O)([O-])O.[Na+], predict the reaction product. The product is: [CH2:46]([O:5][C:6](=[O:27])[NH:7][N:8]1[CH2:9][CH2:10][N:11]([CH2:14][C:15]2([CH3:26])[O:19][C:18]3=[N:20][C:21]([N+:23]([O-:25])=[O:24])=[CH:22][N:17]3[CH2:16]2)[CH2:12][CH2:13]1)[C:47]1[CH:52]=[CH:51][CH:50]=[CH:49][CH:48]=1. (7) Given the reactants [CH:1]1([CH2:4][N:5]2[C:10](=[O:11])[C:9]([CH2:12][O:13][S:14]([CH3:17])(=[O:16])=[O:15])=[CH:8][C:7]([C:18]3[CH:19]=[CH:20][C:21]4[O:25][CH2:24][CH2:23][C:22]=4[CH:26]=3)=[N:6]2)[CH2:3][CH2:2]1.[F:27][C:28]1C=CC(CN2C(=O)C(CO)=CC(C3C=CC4OCCC=4C=3)=N2)=[CH:30][CH:29]=1, predict the reaction product. The product is: [F:27][C:28]1[CH:3]=[CH:2][C:1]([CH2:4][N:5]2[C:10](=[O:11])[C:9]([CH2:12][O:13][S:14]([CH3:17])(=[O:16])=[O:15])=[CH:8][C:7]([C:18]3[CH:19]=[CH:20][C:21]4[O:25][CH2:24][CH2:23][C:22]=4[CH:26]=3)=[N:6]2)=[CH:30][CH:29]=1. (8) Given the reactants [NH2:1][C:2]1[CH:3]=[C:4]([CH:8]=[CH:9][C:10]=1[C:11]([O:13][CH3:14])=[O:12])[C:5]([OH:7])=O.CN(C(ON1N=NC2C=CC=NC1=2)=[N+](C)C)C.F[P-](F)(F)(F)(F)F.CCN(C(C)C)C(C)C.[Cl:48][C:49]1[CH:56]=[CH:55][C:52]([CH2:53][NH2:54])=[CH:51][CH:50]=1, predict the reaction product. The product is: [NH2:1][C:2]1[CH:3]=[C:4]([C:5]([NH:54][CH2:53][C:52]2[CH:55]=[CH:56][C:49]([Cl:48])=[CH:50][CH:51]=2)=[O:7])[CH:8]=[CH:9][C:10]=1[C:11]([O:13][CH3:14])=[O:12]. (9) Given the reactants [C:1]([O:5][C:6](=[O:18])[NH:7][C@H:8]([C:10]1[CH:15]=[CH:14][C:13]([CH:16]=[CH2:17])=[CH:12][CH:11]=1)[CH3:9])([CH3:4])([CH3:3])[CH3:2].[CH:19]12B[CH:23]([CH2:24][CH2:25][CH2:26]1)[CH2:22][CH2:21]C2.[OH-:28].[Na+].[OH:30]O, predict the reaction product. The product is: [C:1]([O:5][C:6]([NH:7][C@H:8]([C:10]1[CH:15]=[CH:14][C:13]([CH2:16][CH2:17][O:28][C:19](=[O:30])[C:26]2[CH:21]=[CH:22][CH:23]=[CH:24][CH:25]=2)=[CH:12][CH:11]=1)[CH3:9])=[O:18])([CH3:4])([CH3:2])[CH3:3]. (10) Given the reactants F[B-](F)(F)F.[CH3:22][O:21][C:18]1[CH:19]=[CH:20][C:15]([I+][C:15]2[CH:20]=[CH:19][C:18]([O:21][CH3:22])=[CH:17][CH:16]=2)=[CH:16][CH:17]=1.[CH3:23][C:24]([C:29]1[CH:34]=[C:33]([Br:35])[C:32]([OH:36])=[C:31]([Br:37])[CH:30]=1)(C)[C:25]([O-:27])=[O:26].O[C:39]1C=CC(OC2C=CC(CC(O)=O)=CC=2)=CC=1.C(N(CC)CC)C, predict the reaction product. The product is: [Br:37][C:31]1[CH:30]=[C:29]([CH:24]([CH3:23])[C:25]([O:27][CH3:39])=[O:26])[CH:34]=[C:33]([Br:35])[C:32]=1[O:36][C:15]1[CH:16]=[CH:17][C:18]([O:21][CH3:22])=[CH:19][CH:20]=1.